The task is: Predict the product of the given reaction.. This data is from Forward reaction prediction with 1.9M reactions from USPTO patents (1976-2016). (1) Given the reactants CC([O-])(C)C.[Na+].Br[C:8]1[CH:9]=[C:10]([CH:44]=[CH:45][CH:46]=1)[CH2:11][O:12][C:13]1[CH:18]=[CH:17][C:16]([C@@H:19]2[CH2:21][C@H:20]2[N:22]([CH:30]2[CH2:35][CH2:34][CH:33]([NH:36][C:37]([O:39][C:40]([CH3:43])([CH3:42])[CH3:41])=[O:38])[CH2:32][CH2:31]2)[C:23](=[O:29])[O:24][C:25]([CH3:28])([CH3:27])[CH3:26])=[CH:15][CH:14]=1.[N:47]1([C:53]([O:55][C:56]([CH3:59])([CH3:58])[CH3:57])=[O:54])[CH2:52][CH2:51][NH:50][CH2:49][CH2:48]1.CC1(C)C2C(=C(P(C3C=CC=CC=3)C3C=CC=CC=3)C=CC=2)OC2C(P(C3C=CC=CC=3)C3C=CC=CC=3)=CC=CC1=2, predict the reaction product. The product is: [C:25]([O:24][C:23]([N:22]([CH:30]1[CH2:35][CH2:34][CH:33]([NH:36][C:37]([O:39][C:40]([CH3:43])([CH3:42])[CH3:41])=[O:38])[CH2:32][CH2:31]1)[C@@H:20]1[CH2:21][C@H:19]1[C:16]1[CH:17]=[CH:18][C:13]([O:12][CH2:11][C:10]2[CH:9]=[C:8]([N:50]3[CH2:49][CH2:48][N:47]([C:53]([O:55][C:56]([CH3:59])([CH3:58])[CH3:57])=[O:54])[CH2:52][CH2:51]3)[CH:46]=[CH:45][CH:44]=2)=[CH:14][CH:15]=1)=[O:29])([CH3:28])([CH3:27])[CH3:26]. (2) Given the reactants Br[C:2]1[CH:7]=[C:6]([F:8])[CH:5]=[CH:4][C:3]=1[C:9]([F:12])([F:11])[CH3:10].[CH:13]([O:15]CCCC)=[CH2:14].C1(P(C2C=CC=CC=2)CCCP(C2C=CC=CC=2)C2C=CC=CC=2)C=CC=CC=1.C(N(CC)CC)C.Cl.C([O-])(O)=O.[Na+], predict the reaction product. The product is: [F:11][C:9]([C:3]1[CH:4]=[CH:5][C:6]([F:8])=[CH:7][C:2]=1[C:13](=[O:15])[CH3:14])([F:12])[CH3:10].